From a dataset of Full USPTO retrosynthesis dataset with 1.9M reactions from patents (1976-2016). Predict the reactants needed to synthesize the given product. (1) Given the product [CH2:4]1[C:3]2[C:8](=[N:9][C:10]3[C:15]([C:2]=2[NH:1][CH2:19][CH2:20][CH2:21][CH2:22][CH2:23][CH2:24][CH2:25][CH2:26][N:27]2[C:35](=[O:36])[C:34]4[C:29](=[CH:30][CH:31]=[CH:32][CH:33]=4)[C:28]2=[O:37])=[CH:14][CH:13]=[CH:12][CH:11]=3)[CH2:7][CH2:6][CH2:5]1, predict the reactants needed to synthesize it. The reactants are: [NH2:1][C:2]1[C:3]2[C:8]([N:9]=[C:10]3[C:15]=1[CH2:14][CH2:13][CH2:12][CH2:11]3)=[CH:7][CH:6]=[CH:5][CH:4]=2.[OH-].[K+].Br[CH2:19][CH2:20][CH2:21][CH2:22][CH2:23][CH2:24][CH2:25][CH2:26][N:27]1[C:35](=[O:36])[C:34]2[C:29](=[CH:30][CH:31]=[CH:32][CH:33]=2)[C:28]1=[O:37]. (2) The reactants are: Br[C:2]1[CH:3]=[CH:4][C:5]2[N:6]([C:8](=[O:11])[NH:9][N:10]=2)[CH:7]=1.[F:12][C:13]([F:25])([F:24])[O:14][C:15]1[CH:20]=[CH:19][C:18](B(O)O)=[CH:17][CH:16]=1.C(=O)([O-])[O-].[K+].[K+]. Given the product [F:12][C:13]([F:24])([F:25])[O:14][C:15]1[CH:20]=[CH:19][C:18]([C:2]2[CH:3]=[CH:4][C:5]3[N:6]([C:8](=[O:11])[NH:9][N:10]=3)[CH:7]=2)=[CH:17][CH:16]=1, predict the reactants needed to synthesize it. (3) The reactants are: [Cl:1][C:2]1[CH:11]=[CH:10][C:9](B2OC(C)(C)C(C)(C)O2)=[CH:8][C:3]=1[C:4]([O:6][CH3:7])=[O:5].[NH2:21][C:22]1[C:23]([C:29]([NH:31][CH3:32])=[O:30])=[N:24][C:25](Br)=[CH:26][N:27]=1.C(O)C.C(=O)([O-])[O-].[Na+].[Na+]. Given the product [NH2:21][C:22]1[N:27]=[CH:26][C:25]([C:9]2[CH:10]=[CH:11][C:2]([Cl:1])=[C:3]([CH:8]=2)[C:4]([O:6][CH3:7])=[O:5])=[N:24][C:23]=1[C:29]([NH:31][CH3:32])=[O:30], predict the reactants needed to synthesize it.